Dataset: Full USPTO retrosynthesis dataset with 1.9M reactions from patents (1976-2016). Task: Predict the reactants needed to synthesize the given product. Given the product [I:16][C:10]1[C:2]([CH3:1])=[C:3]([CH:7]=[C:8]([N+:11]([O-:13])=[O:12])[CH:9]=1)[C:4]([OH:6])=[O:5], predict the reactants needed to synthesize it. The reactants are: [CH3:1][C:2]1[CH:10]=[CH:9][C:8]([N+:11]([O-:13])=[O:12])=[CH:7][C:3]=1[C:4]([OH:6])=[O:5].II.[I:16]([O-])(=O)=O.[Na+].S([O-])([O-])=O.[Na+].[Na+].